This data is from Catalyst prediction with 721,799 reactions and 888 catalyst types from USPTO. The task is: Predict which catalyst facilitates the given reaction. (1) Reactant: [NH2:1][C:2]1[CH:7]=[CH:6][C:5]([S:8][C:9]2[C:18]3[C:13](=[CH:14][CH:15]=[CH:16][CH:17]=3)[NH:12]/[C:11](=[C:19]3/[C:20]([CH2:25][CH2:26][CH3:27])=[N:21][NH:22][C:23]/3=[O:24])/[CH:10]=2)=[CH:4][CH:3]=1.[CH3:28][N:29]1[CH2:34][CH2:33][CH:32]([C:35](Cl)=[O:36])[CH2:31][CH2:30]1. Product: [CH3:28][N:29]1[CH2:34][CH2:33][CH:32]([C:35]([NH:1][C:2]2[CH:3]=[CH:4][C:5]([S:8][C:9]3[C:18]4[C:13](=[CH:14][CH:15]=[CH:16][CH:17]=4)[NH:12]/[C:11](=[C:19]4/[C:20]([CH2:25][CH2:26][CH3:27])=[N:21][NH:22][C:23]/4=[O:24])/[CH:10]=3)=[CH:6][CH:7]=2)=[O:36])[CH2:31][CH2:30]1. The catalyst class is: 1. (2) Product: [CH3:20][Si:15]([OH:18])([OH:16])[C:12]1[CH:13]=[CH:14][C:9]([C:6]2[CH:7]=[CH:8][C:3]([Si:2]([CH3:1])([OH:21])[OH:23])=[CH:4][CH:5]=2)=[CH:10][CH:11]=1. Reactant: [CH3:1][Si:2]([O:23]C)([O:21]C)[C:3]1[CH:8]=[CH:7][C:6]([C:9]2[CH:14]=[CH:13][C:12]([Si:15]([CH3:20])([O:18]C)[O:16]C)=[CH:11][CH:10]=2)=[CH:5][CH:4]=1.C(O)(=O)C. The catalyst class is: 28. (3) Product: [Cl:1][C:2]1[CH:32]=[CH:31][CH:30]=[C:29]([Cl:33])[C:3]=1[C:4]([NH:6][C@H:7]([C:26]([O:28][CH2:56][CH2:55][N:49]1[CH2:54][CH2:53][O:52][CH2:51][CH2:50]1)=[O:27])[CH2:8][C:9]1[CH:14]=[CH:13][C:12]([O:15][CH2:16][CH2:17][CH2:18][NH:19][C:20]2[CH:25]=[CH:24][CH:23]=[CH:22][N:21]=2)=[CH:11][CH:10]=1)=[O:5]. Reactant: [Cl:1][C:2]1[CH:32]=[CH:31][CH:30]=[C:29]([Cl:33])[C:3]=1[C:4]([NH:6][C@H:7]([C:26]([OH:28])=[O:27])[CH2:8][C:9]1[CH:14]=[CH:13][C:12]([O:15][CH2:16][CH2:17][CH2:18][NH:19][C:20]2[CH:25]=[CH:24][CH:23]=[CH:22][N:21]=2)=[CH:11][CH:10]=1)=[O:5].C1CCC(N=C=NC2CCCCC2)CC1.[N:49]1([CH2:55][CH2:56]O)[CH2:54][CH2:53][O:52][CH2:51][CH2:50]1. The catalyst class is: 230. (4) Reactant: [Si:1]([O:8][C@@H:9]1[C@@:28]2([CH3:29])[C:13](=[CH:14][CH:15]=[C:16]3[C@@H:27]2[CH2:26][CH2:25][C@@:24]2([CH3:30])[C@H:17]3[CH2:18][CH:19]=[C:20]2[C@H:21]([OH:23])[CH3:22])[CH2:12][C@@H:11]([O:31][Si:32]([C:35]([CH3:38])([CH3:37])[CH3:36])([CH3:34])[CH3:33])[CH2:10]1)([C:4]([CH3:7])([CH3:6])[CH3:5])([CH3:3])[CH3:2].[H-].[Na+].C1OCCOCCOCCOCCOC1.Br[CH2:57][C:58]([O:60][C:61]([CH3:64])([CH3:63])[CH3:62])=[O:59]. The catalyst class is: 7. Product: [Si:1]([O:8][C@@H:9]1[C@@:28]2([CH3:29])[C:13](=[CH:14][CH:15]=[C:16]3[C@@H:27]2[CH2:26][CH2:25][C@@:24]2([CH3:30])[C@H:17]3[CH2:18][CH:19]=[C:20]2[C@H:21]([O:23][CH2:57][C:58]([O:60][C:61]([CH3:64])([CH3:63])[CH3:62])=[O:59])[CH3:22])[CH2:12][C@@H:11]([O:31][Si:32]([C:35]([CH3:37])([CH3:36])[CH3:38])([CH3:33])[CH3:34])[CH2:10]1)([C:4]([CH3:7])([CH3:6])[CH3:5])([CH3:3])[CH3:2].